This data is from Full USPTO retrosynthesis dataset with 1.9M reactions from patents (1976-2016). The task is: Predict the reactants needed to synthesize the given product. (1) Given the product [C:2]1([NH:1][C:8]2[N:9]=[CH:10][C:11]3[CH2:17][NH:16][CH2:15][CH2:14][C:12]=3[N:13]=2)[CH:3]=[CH:4][CH:5]=[CH:6][CH:7]=1, predict the reactants needed to synthesize it. The reactants are: [NH:1]([C:8]1[N:9]=[CH:10][C:11]2[CH2:17][N:16](C(OC(C)(C)C)=O)[CH2:15][CH2:14][C:12]=2[N:13]=1)[C:2]1[CH:7]=[CH:6][CH:5]=[CH:4][CH:3]=1.Cl. (2) Given the product [CH3:30][C@H:31]1[C@@H:56]2[O:57][C@@:55]2([CH3:58])[C@@H:54]([O:7][C:5]([C@@H:3]([N:2]([C:8]([CH3:9])=[O:14])[CH3:1])[CH3:4])=[O:6])[CH2:53][C:51](=[O:52])[N:50]([CH3:60])[C:43]2=[C:44]([Cl:49])[C:45]([O:47][CH3:48])=[CH:46][C:41](=[CH:42]2)[CH2:40][C:39]([CH3:61])=[CH:38][CH:37]=[CH:36][C@@H:35]([O:62][CH3:63])[C@:34]2([OH:68])[NH:64][C:65]([O:67][C@H:32]1[CH2:33]2)=[O:66], predict the reactants needed to synthesize it. The reactants are: [CH3:1][N:2]([C:8](=[O:14])[CH2:9]CSSC)[C@H:3]([C:5]([OH:7])=[O:6])[CH3:4].C1(N=C=NC2CCCCC2)CCCCC1.[CH3:30][CH:31]1[CH:56]2[O:57][C:55]2([CH3:58])[CH:54](O)[CH2:53][C:51](=[O:52])[N:50]([CH3:60])[C:43]2=[C:44]([Cl:49])[C:45]([O:47][CH3:48])=[CH:46][C:41](=[CH:42]2)[CH2:40][C:39]([CH3:61])=[CH:38][CH:37]=[CH:36][CH:35]([O:62][CH3:63])[C:34]2([OH:68])[NH:64][C:65]([O:67][CH:32]1[CH2:33]2)=[O:66]. (3) Given the product [Br:1][C:2]1[C:10]2[O:9][C:8]([C:11]3[CH:16]4[CH2:15][CH2:14][N:13]([CH2:18][CH2:17]4)[CH:12]=3)=[CH:7][C:6]=2[CH:5]=[CH:4][CH:3]=1, predict the reactants needed to synthesize it. The reactants are: [Br:1][C:2]1[C:10]2[O:9][C:8]([C:11]3(O)[CH:16]4[CH2:17][CH2:18][N:13]([CH2:14][CH2:15]4)[CH2:12]3)=[CH:7][C:6]=2[CH:5]=[CH:4][CH:3]=1.C(O)=O. (4) The reactants are: [CH2:1]([O:3][C:4]([C:6]1[CH:11]=[C:10]([CH2:12][CH3:13])[N:9]=[C:8]([S:14]([CH3:17])(=[O:16])=[O:15])[N:7]=1)=[O:5])[CH3:2].[CH2:18](OC(C1C=C(CCC)N=C(SC)N=1)=O)C. Given the product [CH2:1]([O:3][C:4]([C:6]1[CH:11]=[C:10]([CH2:12][CH2:13][CH3:18])[N:9]=[C:8]([S:14]([CH3:17])(=[O:16])=[O:15])[N:7]=1)=[O:5])[CH3:2], predict the reactants needed to synthesize it. (5) Given the product [CH2:1]([Cl:5])/[CH:2]=[CH:3]\[OH:4].[CH3:6][N:7]([CH3:9])[CH3:8], predict the reactants needed to synthesize it. The reactants are: [CH2:1]([Cl:5])/[CH:2]=[CH:3]\[OH:4].[CH3:6][N:7]([CH3:9])[CH3:8]. (6) Given the product [C:1]([NH:4][C:5]1[CH:6]=[C:7]([CH:8]=[CH:9][CH:10]=1)[O:11][C:37]1[CH:31]=[CH:32][C:33]([N+:38]([O-:40])=[O:39])=[C:34]([CH:36]=1)[NH2:35])(=[O:3])[CH3:2], predict the reactants needed to synthesize it. The reactants are: [C:1]([NH:4][C:5]1[CH:6]=[C:7]([OH:11])[CH:8]=[CH:9][CH:10]=1)(=[O:3])[CH3:2].C(NC1C=CC(O)=CC=1)(=O)C.[N+](C1C=CC(O[C:31]2[CH:37]=[CH:36][C:34]([NH2:35])=[C:33]([N+:38]([O-:40])=[O:39])[CH:32]=2)=CC=1)([O-])=O.